From a dataset of Full USPTO retrosynthesis dataset with 1.9M reactions from patents (1976-2016). Predict the reactants needed to synthesize the given product. (1) Given the product [F:1][C:2]1[CH:9]=[CH:8][C:7]([C:10]2[N:11]=[C:12]([CH:22]([CH3:23])[CH3:24])[NH:13][C:14]=2[C:15]2[CH:20]=[CH:19][CH:18]=[C:17]([CH3:21])[N:16]=2)=[CH:6][C:3]=1[C:50]1[O:51][CH:46]=[N:47][CH:48]=1, predict the reactants needed to synthesize it. The reactants are: [F:1][C:2]1[CH:9]=[CH:8][C:7]([C:10]2[N:11]=[C:12]([CH:22]([CH3:24])[CH3:23])[NH:13][C:14]=2[C:15]2[CH:20]=[CH:19][CH:18]=[C:17]([CH3:21])[N:16]=2)=[CH:6][C:3]=1C#N.[H-].C([Al+]CC(C)C)C(C)C.[Cl-].[NH4+].C1(C)C=CC(S([CH2:46][N+:47]#[C-:48])(=O)=O)=CC=1.[CH3:50][O-:51].[Na+]. (2) Given the product [C:15]1([S:12]([N:9]2[CH2:10][CH2:11][C:6]3([C:4](=[O:3])[N:29]([C:30]4[CH:35]=[N:34][C:33]([Cl:36])=[CH:32][CH:31]=4)[CH2:22][CH2:21]3)[CH2:7][CH2:8]2)(=[O:13])=[O:14])[CH:20]=[CH:19][CH:18]=[CH:17][CH:16]=1, predict the reactants needed to synthesize it. The reactants are: C([O:3][C:4]([C:6]1([CH2:21][CH2:22]OC)[CH2:11][CH2:10][N:9]([S:12]([C:15]2[CH:20]=[CH:19][CH:18]=[CH:17][CH:16]=2)(=[O:14])=[O:13])[CH2:8][CH2:7]1)=O)C.[Cl-].C[Al+]C.[NH2:29][C:30]1[CH:31]=[CH:32][C:33]([Cl:36])=[N:34][CH:35]=1.